From a dataset of Catalyst prediction with 721,799 reactions and 888 catalyst types from USPTO. Predict which catalyst facilitates the given reaction. (1) Reactant: Cl[C:2](Cl)([O:4]C(=O)OC(Cl)(Cl)Cl)Cl.[CH2:13]([O:20][NH:21][C@H:22]1[CH2:27][NH:26][C@H:25]([C:28]([O:30][CH2:31][CH3:32])=[O:29])[CH2:24][CH2:23]1)[C:14]1[CH:19]=[CH:18][CH:17]=[CH:16][CH:15]=1.CCN(C(C)C)C(C)C. Product: [CH2:13]([O:20][N:21]1[C:2](=[O:4])[N:26]2[CH2:27][C@H:22]1[CH2:23][CH2:24][C@H:25]2[C:28]([O:30][CH2:31][CH3:32])=[O:29])[C:14]1[CH:15]=[CH:16][CH:17]=[CH:18][CH:19]=1. The catalyst class is: 2. (2) Reactant: C(OC(=O)[NH:7][C:8]1[CH:13]=[CH:12][C:11]([C:14]2[S:15][CH:16]=[CH:17][CH:18]=2)=[CH:10][C:9]=1[NH:19][C:20]([C:22]1[S:26][C:25]2[CH:27]=[C:28]([CH:31]([C:33](=[O:35])[NH2:34])[F:32])[CH:29]=[CH:30][C:24]=2[CH:23]=1)=[O:21])(C)(C)C.FC(F)(F)C(O)=O. Product: [NH2:7][C:8]1[CH:13]=[CH:12][C:11]([C:14]2[S:15][CH:16]=[CH:17][CH:18]=2)=[CH:10][C:9]=1[NH:19][C:20]([C:22]1[S:26][C:25]2[CH:27]=[C:28]([CH:31]([C:33](=[O:35])[NH2:34])[F:32])[CH:29]=[CH:30][C:24]=2[CH:23]=1)=[O:21]. The catalyst class is: 2. (3) Reactant: Cl[CH2:2][CH2:3][CH2:4][N:5]1[C:10]2[C:11]([CH3:15])=[CH:12][CH:13]=[CH:14][C:9]=2[O:8][CH2:7][C:6]1=[O:16].C([O-])([O-])=O.[K+].[K+].[Na+].[I-].[CH2:25]([CH:29]1[CH2:34][CH2:33][NH:32][CH2:31][CH2:30]1)[CH2:26][CH2:27][CH3:28]. Product: [CH2:25]([CH:29]1[CH2:34][CH2:33][N:32]([CH2:2][CH2:3][CH2:4][N:5]2[C:10]3[C:11]([CH3:15])=[CH:12][CH:13]=[CH:14][C:9]=3[O:8][CH2:7][C:6]2=[O:16])[CH2:31][CH2:30]1)[CH2:26][CH2:27][CH3:28]. The catalyst class is: 243. (4) Reactant: C(OC([N:8]1[CH2:17][CH2:16][C:15]2[C:10](=[CH:11][CH:12]=[C:13]([O:20]C)[C:14]=2[CH:18]=[O:19])[CH2:9]1)=O)(C)(C)C.[ClH:22]. Product: [ClH:22].[OH:20][C:13]1[CH:12]=[CH:11][C:10]2[CH2:9][NH:8][CH2:17][CH2:16][C:15]=2[C:14]=1[CH:18]=[O:19]. The catalyst class is: 13. (5) Reactant: [H-].[Na+].[F:3][C:4]1[CH:5]=[N:6][CH:7]=[C:8]([F:11])[C:9]=1[NH2:10].[Cl:12][C:13]1[CH:21]=[C:20]([C:22]#[N:23])[CH:19]=[C:18]([Cl:24])[C:14]=1[C:15](Cl)=[O:16]. Product: [Cl:12][C:13]1[CH:21]=[C:20]([C:22]#[N:23])[CH:19]=[C:18]([Cl:24])[C:14]=1[C:15]([NH:10][C:9]1[C:8]([F:11])=[CH:7][N:6]=[CH:5][C:4]=1[F:3])=[O:16]. The catalyst class is: 3.